This data is from Full USPTO retrosynthesis dataset with 1.9M reactions from patents (1976-2016). The task is: Predict the reactants needed to synthesize the given product. (1) Given the product [Si:14]([O:21][CH2:22][CH2:23][NH:24][C:25]1[N:26]=[C:27]([O:34][CH3:35])[C:28]([NH:33][C:11]([C:9]2[N:10]=[C:6]([Cl:5])[S:7][CH:8]=2)=[O:13])=[C:29]([O:31][CH3:32])[N:30]=1)([C:17]([CH3:20])([CH3:19])[CH3:18])([CH3:16])[CH3:15], predict the reactants needed to synthesize it. The reactants are: C(Cl)CCl.[Cl:5][C:6]1[S:7][CH:8]=[C:9]([C:11]([OH:13])=O)[N:10]=1.[Si:14]([O:21][CH2:22][CH2:23][NH:24][C:25]1[N:30]=[C:29]([O:31][CH3:32])[C:28]([NH2:33])=[C:27]([O:34][CH3:35])[N:26]=1)([C:17]([CH3:20])([CH3:19])[CH3:18])([CH3:16])[CH3:15].OC1C2N=NNC=2C=CC=1.C(N(CC)CC)C. (2) Given the product [CH3:19][C:18]1[O:11][C:5]2[CH:6]=[C:7]([OH:10])[CH:8]=[CH:9][C:4]=2[N:24]=1, predict the reactants needed to synthesize it. The reactants are: ON=C[C:4]1[CH:9]=[CH:8][C:7]([OH:10])=[CH:6][C:5]=1[OH:11].P(Cl)(Cl)(Cl)=O.O.[C:18]([O-])(=O)[CH3:19].[Na+].C[N:24](C=O)C. (3) Given the product [F:16][C:17]1[CH:22]=[CH:21][C:20]([C@@H:23]2[CH2:25][C@H:24]2[C:26]([N:7]2[CH2:6][C@H:5]([CH:4]3[CH2:1][CH2:3]3)[N:10]([CH3:29])[C:9](=[O:11])[C@@H:8]2[CH2:12][CH:13]([CH3:14])[CH3:15])=[O:28])=[CH:19][CH:18]=1, predict the reactants needed to synthesize it. The reactants are: [CH:1]1([CH2:4][C@@H:5]2[NH:10][C:9](=[O:11])[C@H:8]([CH2:12][CH:13]([CH3:15])[CH3:14])[NH:7][CH2:6]2)[CH2:3]C1.[F:16][C:17]1[CH:22]=[CH:21][C:20]([C@@H:23]2[CH2:25][C@H:24]2[C:26]([OH:28])=O)=[CH:19][CH:18]=1.[CH2:29]([C@@H]1N(C([C@@H]2C[C@H]2C2C=CC=CC=2)=O)C[C@H](CC(C)C)NC1=O)C(C)C. (4) Given the product [CH3:1][O:2][C:3](=[O:14])[CH2:4][C:5]1[CH:10]=[C:9]([CH3:11])[C:8]([O:12][C:19]2[N:18]=[N:17][C:16]([Cl:15])=[C:21]([CH:22]([CH3:24])[CH3:23])[CH:20]=2)=[C:7]([Cl:13])[CH:6]=1, predict the reactants needed to synthesize it. The reactants are: [CH3:1][O:2][C:3](=[O:14])[CH2:4][C:5]1[CH:10]=[C:9]([CH3:11])[C:8]([OH:12])=[C:7]([Cl:13])[CH:6]=1.[Cl:15][C:16]1[N:17]=[N:18][C:19](Cl)=[CH:20][C:21]=1[CH:22]([CH3:24])[CH3:23].C(=O)([O-])[O-].[K+].[K+].Cl.